Predict the reactants needed to synthesize the given product. From a dataset of Full USPTO retrosynthesis dataset with 1.9M reactions from patents (1976-2016). Given the product [CH3:1][C:2]1[CH:3]([C:10]2[CH:17]=[CH:16][CH:15]=[CH:14][C:11]=2[CH2:12][NH:22][C:21]2[CH:23]=[C:24]([CH3:26])[CH:25]=[C:19]([CH3:18])[CH:20]=2)[C:4]([CH3:9])=[C:5]([CH3:8])[C:6]=1[CH3:7], predict the reactants needed to synthesize it. The reactants are: [CH3:1][C:2]1[CH:3]([C:10]2[CH:17]=[CH:16][CH:15]=[CH:14][C:11]=2[CH:12]=O)[C:4]([CH3:9])=[C:5]([CH3:8])[C:6]=1[CH3:7].[CH3:18][C:19]1[CH:20]=[C:21]([CH:23]=[C:24]([CH3:26])[CH:25]=1)[NH2:22].C(O)(=O)C.[BH4-].[Na+].